This data is from Reaction yield outcomes from USPTO patents with 853,638 reactions. The task is: Predict the reaction yield, written as a fraction of the theoretical maximum amount of product (1.0 means a 100% yield; for example, 0.34 means a 34% yield). The reactants are [CH3:1][O:2][C:3]1[CH:8]=[CH:7][C:6]([C:9]2([C:12]([OH:14])=[O:13])[CH2:11][CH2:10]2)=[CH:5][CH:4]=1.[C:15](Cl)(=O)C(Cl)=O.CN(C)C=O. The product is [CH3:1][O:2][C:3]1[CH:4]=[CH:5][C:6]([C:9]2([C:12]([O:14][CH3:15])=[O:13])[CH2:10][CH2:11]2)=[CH:7][CH:8]=1. The yield is 0.990. The catalyst is ClCCl.